Dataset: Reaction yield outcomes from USPTO patents with 853,638 reactions. Task: Predict the reaction yield, written as a fraction of the theoretical maximum amount of product (1.0 means a 100% yield; for example, 0.34 means a 34% yield). (1) The reactants are [Cl:1][C:2]1[CH:10]=[CH:9][C:5]([CH:6]=[N:7][OH:8])=[CH:4][CH:3]=1.Cl[N:12]1C(=O)[CH2:15][CH2:14][C:13]1=O.C(N)C#C.C(N(CC)CC)C. The catalyst is ClCCl. The product is [Cl:1][C:2]1[CH:10]=[CH:9][C:5]([C:6]2[CH:15]=[C:14]([CH2:13][NH2:12])[O:8][N:7]=2)=[CH:4][CH:3]=1. The yield is 0.620. (2) The reactants are Br[C:2]1[CH:7]=[CH:6][N:5]=[C:4]([C:8]([NH:10][C:11]2[CH:16]=[CH:15][CH:14]=[C:13]([C:17]3[N:21]([CH:22]4[CH2:24][CH2:23]4)[CH:20]=[N:19][N:18]=3)[CH:12]=2)=[O:9])[CH:3]=1.[N:25]1[CH:30]=[CH:29][CH:28]=[C:27](B(O)O)[CH:26]=1.C(=O)([O-])[O-].[K+].[K+]. The catalyst is C1(C)C=CC=CC=1. The product is [CH:22]1([N:21]2[CH:20]=[N:19][N:18]=[C:17]2[C:13]2[CH:12]=[C:11]([NH:10][C:8]([C:4]3[CH:3]=[C:2]([C:27]4[CH:26]=[N:25][CH:30]=[CH:29][CH:28]=4)[CH:7]=[CH:6][N:5]=3)=[O:9])[CH:16]=[CH:15][CH:14]=2)[CH2:24][CH2:23]1. The yield is 0.480. (3) The reactants are [CH3:1][C@@H:2]1[NH:13][C:12](=[O:14])[C@H:11]([CH2:15][C:16]([O:18][C:19]([CH3:22])([CH3:21])[CH3:20])=[O:17])[CH2:10][CH:9]=[CH:8][CH2:7][CH2:6][C:5](=[O:23])[O:4][C@@H:3]1[C:24]1[CH:29]=[CH:28][CH:27]=[CH:26][CH:25]=1.I[CH3:31].[H-].[Na+]. The catalyst is CN(C=O)C.C(OCC)(=O)C. The product is [CH3:1][C@@H:2]1[N:13]([CH3:31])[C:12](=[O:14])[C@H:11]([CH2:15][C:16]([O:18][C:19]([CH3:22])([CH3:21])[CH3:20])=[O:17])[CH2:10][CH:9]=[CH:8][CH2:7][CH2:6][C:5](=[O:23])[O:4][C@@H:3]1[C:24]1[CH:25]=[CH:26][CH:27]=[CH:28][CH:29]=1. The yield is 0.580. (4) The reactants are [N:1]1([C:6]([C:8]2[N:16]=[CH:15][C:14]3[NH:13][C:12]4[N:17]=[CH:18][C:19](Br)=[CH:20][C:11]=4[C:10]=3[CH:9]=2)=[O:7])[CH2:5][CH2:4][CH2:3][CH2:2]1.[C:22](#[N:24])[CH3:23]. The catalyst is C(=O)([O-])[O-].[Na+].[Na+].Cl[Pd](Cl)([P](C1C=CC=CC=1)(C1C=CC=CC=1)C1C=CC=CC=1)[P](C1C=CC=CC=1)(C1C=CC=CC=1)C1C=CC=CC=1. The product is [N:1]1([C:6]([C:8]2[N:16]=[CH:15][C:14]3[NH:13][C:12]4[N:17]=[CH:18][C:19]([C:9]5[CH:10]=[CH:14][C:22]([N:24]6[CH2:4][CH2:5][N:1]([CH3:6])[CH2:2][CH2:3]6)=[CH:23][CH:8]=5)=[CH:20][C:11]=4[C:10]=3[CH:9]=2)=[O:7])[CH2:5][CH2:4][CH2:3][CH2:2]1. The yield is 0.0500. (5) The reactants are CCN=C=NCCCN(C)C.C1C=NC2N(O)N=NC=2C=1.[CH3:22][C:23]1[C:24]([C:39]2[CH:44]=[CH:43][C:42]([CH3:45])=[CH:41][CH:40]=2)=[C:25]([C:36](O)=[O:37])[N:26]([CH2:28][C:29]2[CH:34]=[CH:33][C:32]([CH3:35])=[CH:31][CH:30]=2)[CH:27]=1.[CH2:46]([N:48]([CH2:57][CH3:58])[CH2:49][CH2:50][N:51]1[CH2:56][CH2:55][NH:54][CH2:53][CH2:52]1)[CH3:47]. The catalyst is C(Cl)Cl. The product is [CH2:57]([N:48]([CH2:46][CH3:47])[CH2:49][CH2:50][N:51]1[CH2:52][CH2:53][N:54]([C:36]([C:25]2[N:26]([CH2:28][C:29]3[CH:34]=[CH:33][C:32]([CH3:35])=[CH:31][CH:30]=3)[CH:27]=[C:23]([CH3:22])[C:24]=2[C:39]2[CH:40]=[CH:41][C:42]([CH3:45])=[CH:43][CH:44]=2)=[O:37])[CH2:55][CH2:56]1)[CH3:58]. The yield is 0.380. (6) The reactants are CON(C)[C:4](=[O:30])[CH2:5][CH:6]1[S:10][C:9]([C:11]2[NH:12][C:13]3[C:18]([CH:19]=2)=[CH:17][CH:16]=[CH:15][C:14]=3[N:20]([CH3:29])[S:21]([C:24]2[S:25][CH:26]=[CH:27][CH:28]=2)(=[O:23])=[O:22])=[N:8][CH2:7]1.O1CC[CH2:34][CH2:33]1.C([Mg]Br)=C.C(O)(=O)CC(CC(O)=O)(C(O)=O)O. The catalyst is O1CCCC1. The product is [CH3:29][N:20]([C:14]1[CH:15]=[CH:16][CH:17]=[C:18]2[C:13]=1[NH:12][C:11]([C:9]1[S:10][CH:6]([CH2:5][C:4](=[O:30])[CH:33]=[CH2:34])[CH2:7][N:8]=1)=[CH:19]2)[S:21]([C:24]1[S:25][CH:26]=[CH:27][CH:28]=1)(=[O:22])=[O:23]. The yield is 0.380.